Dataset: Merck oncology drug combination screen with 23,052 pairs across 39 cell lines. Task: Regression. Given two drug SMILES strings and cell line genomic features, predict the synergy score measuring deviation from expected non-interaction effect. (1) Drug 1: O=P1(N(CCCl)CCCl)NCCCO1. Drug 2: Cn1nnc2c(C(N)=O)ncn2c1=O. Cell line: RPMI7951. Synergy scores: synergy=0.544. (2) Drug 1: N#Cc1ccc(Cn2cncc2CN2CCN(c3cccc(Cl)c3)C(=O)C2)cc1. Drug 2: NC1CCCCC1N.O=C(O)C(=O)O.[Pt+2]. Cell line: HCT116. Synergy scores: synergy=9.31. (3) Drug 1: CN(C)C(=N)N=C(N)N. Drug 2: CCN(CC)CCNC(=O)c1c(C)[nH]c(C=C2C(=O)Nc3ccc(F)cc32)c1C. Cell line: ES2. Synergy scores: synergy=2.77. (4) Drug 1: CCC1(O)CC2CN(CCc3c([nH]c4ccccc34)C(C(=O)OC)(c3cc4c(cc3OC)N(C)C3C(O)(C(=O)OC)C(OC(C)=O)C5(CC)C=CCN6CCC43C65)C2)C1. Drug 2: Cc1nc(Nc2ncc(C(=O)Nc3c(C)cccc3Cl)s2)cc(N2CCN(CCO)CC2)n1. Cell line: HT144. Synergy scores: synergy=-39.6. (5) Drug 1: NC1CCCCC1N.O=C(O)C(=O)O.[Pt+2]. Drug 2: Cn1cc(-c2cnn3c(N)c(Br)c(C4CCCNC4)nc23)cn1. Cell line: KPL1. Synergy scores: synergy=10.1. (6) Drug 1: NC(=O)c1cccc2cn(-c3ccc(C4CCCNC4)cc3)nc12. Drug 2: CNC(=O)c1cc(Oc2ccc(NC(=O)Nc3ccc(Cl)c(C(F)(F)F)c3)cc2)ccn1. Cell line: SKMEL30. Synergy scores: synergy=7.20. (7) Drug 1: CN(Cc1cnc2nc(N)nc(N)c2n1)c1ccc(C(=O)NC(CCC(=O)O)C(=O)O)cc1. Drug 2: O=C(O)C1(Cc2cccc(Nc3nccs3)n2)CCC(Oc2cccc(Cl)c2F)CC1. Cell line: A375. Synergy scores: synergy=-0.785.